This data is from Full USPTO retrosynthesis dataset with 1.9M reactions from patents (1976-2016). The task is: Predict the reactants needed to synthesize the given product. Given the product [C:18]([O:22][C:23]([N:25]1[CH2:29][CH2:28][CH2:27][C@@H:26]1[CH2:30][O:15][C:12]1[CH:11]=[CH:10][C:9]([O:8][CH2:1][C:2]2[CH:3]=[CH:4][CH:5]=[CH:6][CH:7]=2)=[CH:14][CH:13]=1)=[O:24])([CH3:21])([CH3:19])[CH3:20], predict the reactants needed to synthesize it. The reactants are: [CH2:1]([O:8][C:9]1[CH:14]=[CH:13][C:12]([OH:15])=[CH:11][CH:10]=1)[C:2]1[CH:7]=[CH:6][CH:5]=[CH:4][CH:3]=1.[H-].[Na+].[C:18]([O:22][C:23]([N:25]1[CH2:29][CH2:28][CH2:27][C@@H:26]1[CH2:30]OS(C1C=CC(C)=CC=1)(=O)=O)=[O:24])([CH3:21])([CH3:20])[CH3:19].